From a dataset of CYP2C9 inhibition data for predicting drug metabolism from PubChem BioAssay. Regression/Classification. Given a drug SMILES string, predict its absorption, distribution, metabolism, or excretion properties. Task type varies by dataset: regression for continuous measurements (e.g., permeability, clearance, half-life) or binary classification for categorical outcomes (e.g., BBB penetration, CYP inhibition). Dataset: cyp2c9_veith. (1) The drug is Cc1ccccc1OC[C@H](O)CO. The result is 0 (non-inhibitor). (2) The compound is O=C(O)C(=Cc1ccnc2ccccc12)C(=O)O. The result is 0 (non-inhibitor). (3) The compound is Cc1c(C(=O)O)sc2nc(C)n(C)c(=O)c12. The result is 0 (non-inhibitor). (4) The molecule is O=C(c1ccc2c(c1)N(Cc1ccc(F)cc1)C(=O)CS2)N1CCOCC1. The result is 1 (inhibitor). (5) The compound is O=C(CN1C(=O)C2C3C=CC(C3)C2C1=O)Nc1cccc2c1CCCC2. The result is 0 (non-inhibitor). (6) The molecule is O=C(O)c1c[nH]c2cc(OCc3ccccc3)ccc2c1=O. The result is 0 (non-inhibitor). (7) The drug is CN1CCCC2(CCN(C(=O)c3cc(C(F)(F)F)cc(C(F)(F)F)c3)CC2)C1. The result is 0 (non-inhibitor).